Dataset: Full USPTO retrosynthesis dataset with 1.9M reactions from patents (1976-2016). Task: Predict the reactants needed to synthesize the given product. (1) Given the product [CH3:1][C:2]1([CH3:22])[CH:6]([C:7]2[CH:8]=[CH:9][C:10]([CH3:13])=[CH:11][CH:12]=2)[C:5]2[C:14]([CH3:21])=[C:15]([NH:20][C:32]([C:30]3[CH:29]=[CH:28][C:27]4[O:23][CH2:24][O:25][C:26]=4[CH:31]=3)=[O:33])[C:16]([CH3:19])=[C:17]([CH3:18])[C:4]=2[O:3]1, predict the reactants needed to synthesize it. The reactants are: [CH3:1][C:2]1([CH3:22])[CH:6]([C:7]2[CH:12]=[CH:11][C:10]([CH3:13])=[CH:9][CH:8]=2)[C:5]2[C:14]([CH3:21])=[C:15]([NH2:20])[C:16]([CH3:19])=[C:17]([CH3:18])[C:4]=2[O:3]1.[O:23]1[C:27]2[CH:28]=[CH:29][C:30]([C:32](Cl)=[O:33])=[CH:31][C:26]=2[O:25][CH2:24]1. (2) Given the product [CH3:1][C:2]1[S:3][C:4]2[C:10]([N+:13]([O-:15])=[O:14])=[C:9]([OH:11])[C:8]([OH:12])=[CH:7][C:5]=2[N:6]=1, predict the reactants needed to synthesize it. The reactants are: [CH3:1][C:2]1[S:3][C:4]2[CH:10]=[C:9]([OH:11])[C:8]([OH:12])=[CH:7][C:5]=2[N:6]=1.[N+:13]([O-])([OH:15])=[O:14]. (3) Given the product [NH2:1][C:4]1[CH:5]=[C:6]([CH:23]=[CH:24][CH:25]=1)[O:7][C:8]1[CH:13]=[CH:12][N:11]2[N:14]=[C:15]([NH:17][C:18]([CH:20]3[CH2:22][CH2:21]3)=[O:19])[N:16]=[C:10]2[CH:9]=1, predict the reactants needed to synthesize it. The reactants are: [N+:1]([C:4]1[CH:5]=[C:6]([CH:23]=[CH:24][CH:25]=1)[O:7][C:8]1[CH:13]=[CH:12][N:11]2[N:14]=[C:15]([NH:17][C:18]([CH:20]3[CH2:22][CH2:21]3)=[O:19])[N:16]=[C:10]2[CH:9]=1)([O-])=O.Cl.C(O)C. (4) Given the product [F:1][C:2]([F:20])([F:19])[C:3]1[NH:4][C:5]2[C:10]([C:11]=1[C:12]([Cl:23])=[O:13])=[CH:9][C:8]([C:15]([F:18])([F:17])[F:16])=[CH:7][CH:6]=2, predict the reactants needed to synthesize it. The reactants are: [F:1][C:2]([F:20])([F:19])[C:3]1[NH:4][C:5]2[C:10]([C:11]=1[C:12](O)=[O:13])=[CH:9][C:8]([C:15]([F:18])([F:17])[F:16])=[CH:7][CH:6]=2.S(Cl)([Cl:23])=O. (5) Given the product [CH2:63]([N:70]([CH3:81])[C:71](=[O:80])[C@@H:72]([NH:73][C:31]([C:4]1[N:3]([CH3:2])[C:11]2[C:6]([CH:5]=1)=[CH:7][C:8]([NH:12][C:13]([C:15]1[C:16]([C:21]3[CH:22]=[CH:23][C:24]([C:27]([F:28])([F:29])[F:30])=[CH:25][CH:26]=3)=[CH:17][CH:18]=[CH:19][CH:20]=1)=[O:14])=[CH:9][CH:10]=2)=[O:33])[C:74]1[CH:75]=[CH:76][CH:77]=[CH:78][CH:79]=1)[C:64]1[CH:65]=[CH:66][CH:67]=[CH:68][CH:69]=1, predict the reactants needed to synthesize it. The reactants are: [Na+].[CH3:2][N:3]1[C:11]2[C:6](=[CH:7][C:8]([NH:12][C:13]([C:15]3[C:16]([C:21]4[CH:26]=[CH:25][C:24]([C:27]([F:30])([F:29])[F:28])=[CH:23][CH:22]=4)=[CH:17][CH:18]=[CH:19][CH:20]=3)=[O:14])=[CH:9][CH:10]=2)[CH:5]=[C:4]1[C:31]([O-:33])=O.CS(O)(=O)=O.O.ON1C2C=CC=CC=2N=N1.Cl.CN(C)CCCN=C=NCC.Cl.[CH2:63]([N:70]([CH3:81])[C:71](=[O:80])[C@H:72]([C:74]1[CH:79]=[CH:78][CH:77]=[CH:76][CH:75]=1)[NH2:73])[C:64]1[CH:69]=[CH:68][CH:67]=[CH:66][CH:65]=1. (6) Given the product [F:1][C:2]1[CH:8]=[CH:7][C:5]([NH:6][CH2:11][C:12]2[CH:20]=[CH:19][C:16]([O:17][CH3:18])=[C:14]([OH:15])[CH:13]=2)=[C:4]([CH3:9])[CH:3]=1, predict the reactants needed to synthesize it. The reactants are: [F:1][C:2]1[CH:8]=[CH:7][C:5]([NH2:6])=[C:4]([CH3:9])[CH:3]=1.O=[CH:11][C:12]1[CH:20]=[CH:19][C:16]([O:17][CH3:18])=[C:14]([OH:15])[CH:13]=1.[BH-](OC(C)=O)(OC(C)=O)OC(C)=O.[Na+]. (7) Given the product [CH3:13][O:8][C:6](=[O:7])[CH:5]([CH3:9])[CH2:4][C:3]([OH:2])=[O:10], predict the reactants needed to synthesize it. The reactants are: C[O:2][C:3](=[O:10])[CH2:4][C:5](=[CH2:9])[C:6]([OH:8])=[O:7].[H][H].[CH3:13]OC(=O)C[C@@H](C)C(O)=O.